This data is from Forward reaction prediction with 1.9M reactions from USPTO patents (1976-2016). The task is: Predict the product of the given reaction. (1) Given the reactants C(N(CC)CC)C.CS([Cl:12])(=O)=O.[CH3:13][C:14]1[CH:15]=[C:16]([CH2:21]O)[CH:17]=[C:18]([CH3:20])[CH:19]=1.C([O-])(O)=O.[Na+], predict the reaction product. The product is: [Cl:12][CH2:21][C:16]1[CH:15]=[C:14]([CH3:13])[CH:19]=[C:18]([CH3:20])[CH:17]=1. (2) Given the reactants [ClH:1].[CH2:2]([C@@H:4]([C:11]1[CH:16]=[CH:15][CH:14]=[C:13]([O:17]CC2C=CC=CC=2)[CH:12]=1)[C@@H:5]([CH3:10])[CH2:6][N:7]([CH3:9])[CH3:8])[CH3:3], predict the reaction product. The product is: [ClH:1].[CH3:9][N:7]([CH3:8])[CH2:6][C@H:5]([CH3:10])[C@H:4]([C:11]1[CH:12]=[C:13]([OH:17])[CH:14]=[CH:15][CH:16]=1)[CH2:2][CH3:3]. (3) Given the reactants C[O-].[Na+].[C:4]([C:7]1[CH:15]=[CH:14][C:10]([C:11]([NH2:13])=[O:12])=[CH:9][CH:8]=1)(=[O:6])[CH3:5].[CH3:16][O:17][C:18]1[O:22][C:21]([CH:23]=O)=[CH:20][CH:19]=1.CO, predict the reaction product. The product is: [CH3:16][O:17][C:18]1[O:22][C:21](/[CH:23]=[CH:5]/[C:4]([C:7]2[CH:15]=[CH:14][C:10]([C:11]([NH2:13])=[O:12])=[CH:9][CH:8]=2)=[O:6])=[CH:20][CH:19]=1. (4) Given the reactants [OH:1][C:2]1[CH:7]=[CH:6][C:5]([N:8]2[C:12]([CH3:14])([CH3:13])[C:11](=[O:15])[N:10]([C:16]3[CH:23]=[CH:22][C:19]([C:20]#[N:21])=[C:18]([C:24]([F:27])([F:26])[F:25])[CH:17]=3)[C:9]2=[S:28])=[CH:4][CH:3]=1.C(=O)([O-])[O-].[K+].[K+].CN(C)C=O.Br[CH:41]([OH:43])[CH3:42], predict the reaction product. The product is: [OH:43][CH2:41][CH2:42][O:1][C:2]1[CH:3]=[CH:4][C:5]([N:8]2[C:12]([CH3:14])([CH3:13])[C:11](=[O:15])[N:10]([C:16]3[CH:23]=[CH:22][C:19]([C:20]#[N:21])=[C:18]([C:24]([F:26])([F:27])[F:25])[CH:17]=3)[C:9]2=[S:28])=[CH:6][CH:7]=1.